Dataset: Skin sensitization/reaction prediction data. Task: Regression/Classification. Given a drug SMILES string, predict its toxicity properties. Task type varies by dataset: regression for continuous values (e.g., LD50, hERG inhibition percentage) or binary classification for toxic/non-toxic outcomes (e.g., AMES mutagenicity, cardiotoxicity, hepatotoxicity). Dataset: skin_reaction. (1) The compound is Cc1ccc(C)c(C(=O)CC(=O)c2cc(C)ccc2C)c1. The result is 0 (no skin reaction). (2) The molecule is O=C1CCc2ccccc2O1. The result is 1 (causes skin reaction). (3) The compound is CCCCCCCCCCCCCCBr. The result is 1 (causes skin reaction). (4) The drug is CCCCCCCCCCCCCCCl. The result is 1 (causes skin reaction). (5) The molecule is O=C1OC(=O)c2ccccc21. The result is 1 (causes skin reaction). (6) The molecule is CC=Cc1ccc(OC)cc1. The result is 1 (causes skin reaction).